Task: Predict the reactants needed to synthesize the given product.. Dataset: Full USPTO retrosynthesis dataset with 1.9M reactions from patents (1976-2016) (1) Given the product [C:1]([O:5][C:6](=[O:9])[CH2:7][NH:8][CH2:26][C:25]([O:24][CH2:17][C:18]1[CH:23]=[CH:22][CH:21]=[CH:20][CH:19]=1)=[O:28])([CH3:4])([CH3:3])[CH3:2], predict the reactants needed to synthesize it. The reactants are: [C:1]([O:5][C:6](=[O:9])[CH2:7][NH2:8])([CH3:4])([CH3:3])[CH3:2].C(N(CC)CC)C.[CH2:17]([O:24][C:25](=[O:28])[CH2:26]Br)[C:18]1[CH:23]=[CH:22][CH:21]=[CH:20][CH:19]=1. (2) Given the product [C:21]([O:14][C:13](=[O:15])[C:12]1[CH:16]=[C:17]([CH3:18])[C:9]([O:8][CH2:1][C:2]2[CH:3]=[CH:4][CH:5]=[CH:6][CH:7]=2)=[C:10]([CH2:19][CH3:20])[CH:11]=1)([CH3:24])([CH3:23])[CH3:22], predict the reactants needed to synthesize it. The reactants are: [CH2:1]([O:8][C:9]1[C:17]([CH3:18])=[CH:16][C:12]([C:13]([OH:15])=[O:14])=[CH:11][C:10]=1[CH2:19][CH3:20])[C:2]1[CH:7]=[CH:6][CH:5]=[CH:4][CH:3]=1.[C:21](OC(O[C:21]([CH3:24])([CH3:23])[CH3:22])N(C)C)([CH3:24])([CH3:23])[CH3:22]. (3) Given the product [Br:23][C:21]1[CH:20]=[CH:19][C:3]2[N:4]([CH:7]3[CH2:11][CH2:10][N:9]([C:12]([O:14][C:15]([CH3:18])([CH3:17])[CH3:16])=[O:13])[CH2:8]3)[CH2:5][CH2:6][S:1][C:2]=2[CH:22]=1, predict the reactants needed to synthesize it. The reactants are: [S:1]1[CH2:6][CH2:5][N:4]([CH:7]2[CH2:11][CH2:10][N:9]([C:12]([O:14][C:15]([CH3:18])([CH3:17])[CH3:16])=[O:13])[CH2:8]2)[C:3]2[CH:19]=[CH:20][CH:21]=[CH:22][C:2]1=2.[Br:23]N1C(=O)CCC1=O. (4) Given the product [CH:27]1([NH:32][C:33]2[N:35]=[C:5]([C:7]3[C:8]([C:18]4[CH:19]=[CH:20][C:21]([F:24])=[CH:22][CH:23]=4)=[N:9][N:10]4[C:15]=3[CH:14]=[CH:13][N:12]=[C:11]4[S:16][CH3:17])[CH:4]=[CH:3][N:34]=2)[CH2:31][CH2:30][CH2:29][CH2:28]1, predict the reactants needed to synthesize it. The reactants are: CN(C)/[CH:3]=[CH:4]/[C:5]([C:7]1[C:8]([C:18]2[CH:23]=[CH:22][C:21]([F:24])=[CH:20][CH:19]=2)=[N:9][N:10]2[C:15]=1[CH:14]=[CH:13][N:12]=[C:11]2[S:16][CH3:17])=O.Cl.[CH:27]1([NH:32][C:33]([NH2:35])=[NH:34])[CH2:31][CH2:30][CH2:29][CH2:28]1.C(=O)([O-])[O-].[K+].[K+]. (5) Given the product [F:24][C:25]([F:33])([F:34])[C:26]1[CH:27]=[CH:28][C:29]([NH:30][C:2]2[C:11]3[C:6](=[N:7][C:8]([C:12]4[C:17]([C:18]([F:21])([F:20])[F:19])=[CH:16][CH:15]=[CH:14][N:13]=4)=[CH:9][CH:10]=3)[N:5]=[C:4]([OH:22])[CH:3]=2)=[CH:31][CH:32]=1, predict the reactants needed to synthesize it. The reactants are: Cl[C:2]1[C:11]2[C:6](=[N:7][C:8]([C:12]3[C:17]([C:18]([F:21])([F:20])[F:19])=[CH:16][CH:15]=[CH:14][N:13]=3)=[CH:9][CH:10]=2)[N:5]=[C:4]([O:22]C)[CH:3]=1.[F:24][C:25]([F:34])([F:33])[C:26]1[CH:32]=[CH:31][C:29]([NH2:30])=[CH:28][CH:27]=1.Cl.CCOCC. (6) Given the product [CH2:15]([O:7][C@@H:3]1[CH2:4][CH2:5][CH2:6][C@H:1]([OH:8])[CH2:2]1)[C:16]1[CH:21]=[CH:20][CH:19]=[CH:18][CH:17]=1, predict the reactants needed to synthesize it. The reactants are: [C@H:1]1([OH:8])[CH2:6][CH2:5][CH2:4][C@@H:3]([OH:7])[CH2:2]1.CC(C)([O-])C.[K+].[CH2:15](Br)[C:16]1[CH:21]=[CH:20][CH:19]=[CH:18][CH:17]=1.O. (7) Given the product [CH2:1]([O:3][C:4]1[CH:9]=[N:8][C:7]([C:10]2[CH:11]=[C:12]([CH:13]=[CH:14][CH:15]=2)[C:38]([C:33]2[C:34](=[O:37])[CH:35]=[CH:36][N:31]([C:29]3[CH:28]=[N:27][N:26]([CH3:25])[CH:30]=3)[N:32]=2)=[O:54])=[N:6][CH:5]=1)[CH3:2], predict the reactants needed to synthesize it. The reactants are: [CH2:1]([O:3][C:4]1[CH:5]=[N:6][C:7]([C:10]2[CH:15]=[CH:14][CH:13]=[C:12](B3OC(C)(C)C(C)(C)O3)[CH:11]=2)=[N:8][CH:9]=1)[CH3:2].[CH3:25][N:26]1[CH:30]=[C:29]([N:31]2[CH:36]=[CH:35][C:34](=[O:37])[C:33]([C:38](=[O:54])C3C=CC=C(B4OC(C)(C)C(C)(C)O4)C=3)=[N:32]2)[CH:28]=[N:27]1.C(Cl)Cl.C([O-])([O-])=O.[Na+].[Na+]. (8) Given the product [CH3:22][Si:2]([CH3:1])([C:18]([CH3:20])([CH3:19])[CH3:21])[O:3][CH2:4][CH2:5][CH:6]([N+:15]([O-:17])=[O:16])[CH2:7][C:8]1[N:13]=[CH:12][C:11]([CH3:14])=[CH:10][N:9]=1, predict the reactants needed to synthesize it. The reactants are: [CH3:1][Si:2]([CH3:22])([C:18]([CH3:21])([CH3:20])[CH3:19])[O:3][CH2:4][CH2:5]/[C:6](/[N+:15]([O-:17])=[O:16])=[CH:7]/[C:8]1[N:13]=[CH:12][C:11]([CH3:14])=[CH:10][N:9]=1.[BH4-].[Na+].O.